From a dataset of Catalyst prediction with 721,799 reactions and 888 catalyst types from USPTO. Predict which catalyst facilitates the given reaction. Reactant: [CH3:1][C:2]1[CH:3]=[C:4]([CH:9]([C:21]2[CH:26]=[C:25]([CH3:27])[CH:24]=[C:23]([CH3:28])[CH:22]=2)[N:10]2[CH:15]=[CH:14][CH:13]=[C:12]([C:16]([O:18]C)=[O:17])[C:11]2=[O:20])[CH:5]=[C:6]([CH3:8])[CH:7]=1. Product: [CH3:8][C:6]1[CH:5]=[C:4]([CH:9]([C:21]2[CH:26]=[C:25]([CH3:27])[CH:24]=[C:23]([CH3:28])[CH:22]=2)[N:10]2[CH:15]=[CH:14][CH:13]=[C:12]([C:16]([OH:18])=[O:17])[C:11]2=[O:20])[CH:3]=[C:2]([CH3:1])[CH:7]=1. The catalyst class is: 562.